From a dataset of Reaction yield outcomes from USPTO patents with 853,638 reactions. Predict the reaction yield, written as a fraction of the theoretical maximum amount of product (1.0 means a 100% yield; for example, 0.34 means a 34% yield). (1) The reactants are [Cl:1][C:2]1[N:7]=[CH:6][C:5]([C:8]2[CH:9]=[CH:10][C:11]3[N:12]([CH:14]=[C:15]([NH:17][C:18](=[O:20])[CH3:19])[N:16]=3)[N:13]=2)=[CH:4][C:3]=1[NH:21][S:22](C1C=CC(C(O)(C)C)=CC=1)(=[O:24])=[O:23].CC1(C)C(C)(C)OB(C2C=CC3N(C=C(NC(=O)C)N=3)N=2)O1.BrC1C=C(NS([N:69]2[CH2:74][CH2:73][O:72][CH2:71][CH2:70]2)(=O)=O)C(Cl)=NC=1. No catalyst specified. The product is [Cl:1][C:2]1[N:7]=[CH:6][C:5]([C:8]2[CH:9]=[CH:10][C:11]3[N:12]([CH:14]=[C:15]([NH:17][C:18](=[O:20])[CH3:19])[N:16]=3)[N:13]=2)=[CH:4][C:3]=1[NH:21][S:22]([N:69]1[CH2:74][CH2:73][O:72][CH2:71][CH2:70]1)(=[O:23])=[O:24]. The yield is 0.260. (2) The reactants are [Cl:1][C:2]1[N:7]=[CH:6][C:5]([NH:8][CH:9]=[C:10]2[C:15](=[O:16])OC(C)(C)OC2=O)=[CH:4][CH:3]=1. The catalyst is C1C=CC(C2C=CC=CC=2)=CC=1.C1C=CC(OC2C=CC=CC=2)=CC=1. The product is [Cl:1][C:2]1[N:7]=[C:6]2[C:5](=[CH:4][CH:3]=1)[N:8]=[CH:9][CH:10]=[C:15]2[OH:16]. The yield is 0.420. (3) The reactants are [CH3:1][C:2]1[C:6]([CH2:7][O:8][C:9]2[CH:25]=[CH:24][C:12]([CH2:13][O:14][C:15]3[C:20]([CH2:21][C:22]#N)=[CH:19][CH:18]=[CH:17][N:16]=3)=[CH:11][CH:10]=2)=[CH:5][N:4]([C:26]2[CH:31]=[CH:30][CH:29]=[CH:28][N:27]=2)[N:3]=1.C(O)C.[OH-:35].[Na+].Cl.[OH2:38]. No catalyst specified. The product is [CH3:1][C:2]1[C:6]([CH2:7][O:8][C:9]2[CH:25]=[CH:24][C:12]([CH2:13][O:14][C:15]3[C:20]([CH2:21][C:22]([OH:38])=[O:35])=[CH:19][CH:18]=[CH:17][N:16]=3)=[CH:11][CH:10]=2)=[CH:5][N:4]([C:26]2[CH:31]=[CH:30][CH:29]=[CH:28][N:27]=2)[N:3]=1. The yield is 0.740. (4) The reactants are [I-].[CH:2]1[C:12]2[CH2:11][CH2:10][C:9]3[CH:13]=[CH:14][CH:15]=[CH:16][C:8]=3[NH:7][C:6]=2[CH:5]=[CH:4][C:3]=1[CH2:17][N+]1(C)CCCCC1.[C:25]([O-:28])(=[O:27])[CH3:26].[Li+]. The catalyst is CS(C)=O.C(OCC)(=O)C. The product is [C:25]([O:28][CH2:17][C:3]1[CH:4]=[CH:5][C:6]2[NH:7][C:8]3[CH:16]=[CH:15][CH:14]=[CH:13][C:9]=3[CH2:10][CH2:11][C:12]=2[CH:2]=1)(=[O:27])[CH3:26]. The yield is 0.690. (5) The yield is 0.300. The product is [Cl:21][C:22]1[CH:23]=[CH:24][C:25]([CH3:29])=[C:26]([O:28][C:2]2[CH:7]=[C:6]([N+:8]([O-:10])=[O:9])[CH:5]=[CH:4][C:3]=2[CH3:11])[CH:27]=1. No catalyst specified. The reactants are I[C:2]1[CH:7]=[C:6]([N+:8]([O-:10])=[O:9])[CH:5]=[CH:4][C:3]=1[CH3:11].BrC1C=CC(F)=CC=1C.[Cl:21][C:22]1[CH:23]=[CH:24][C:25]([CH3:29])=[C:26]([OH:28])[CH:27]=1.